This data is from Forward reaction prediction with 1.9M reactions from USPTO patents (1976-2016). The task is: Predict the product of the given reaction. (1) Given the reactants [Cl:1][C:2]1[CH:7]=[CH:6][CH:5]=[CH:4][C:3]=1[C:8]1[CH:13]=[CH:12][N:11]=[CH:10][C:9]=1[N:14]([CH:31]1[CH2:33]C1)[C:15](=[O:30])C1C=C(C(F)(F)F)C=C(C(F)(F)F)C=1.[CH2:34]([O:41][C:42](=[O:47])[NH:43]CCBr)[C:35]1[CH:40]=[CH:39][CH:38]=[CH:37][CH:36]=1.CCCCCCC.C[O:56][C:57]([CH3:60])([CH3:59])[CH3:58], predict the reaction product. The product is: [C:57]([O:56][C:15](=[O:30])[N:14]([CH2:31][CH2:33][NH:43][C:42]([O:41][CH2:34][C:35]1[CH:36]=[CH:37][CH:38]=[CH:39][CH:40]=1)=[O:47])[C:9]1[CH:10]=[N:11][CH:12]=[CH:13][C:8]=1[C:3]1[CH:4]=[CH:5][CH:6]=[CH:7][C:2]=1[Cl:1])([CH3:60])([CH3:59])[CH3:58]. (2) Given the reactants [NH:1]1[CH:5]=[C:4]([C:6]2[CH:22]=[CH:21][C:9]3[C:10]4[N:11]=[C:12]([C:18]([OH:20])=O)[S:13][C:14]=4[CH2:15][CH2:16][O:17][C:8]=3[CH:7]=2)[CH:3]=[N:2]1.[CH2:23]1[NH:28][CH2:27][CH2:26][N:25]2[CH2:29][CH2:30][CH2:31][CH2:32][C@H:24]12, predict the reaction product. The product is: [CH2:23]1[N:28]([C:18]([C:12]2[S:13][C:14]3[CH2:15][CH2:16][O:17][C:8]4[CH:7]=[C:6]([C:4]5[CH:5]=[N:1][NH:2][CH:3]=5)[CH:22]=[CH:21][C:9]=4[C:10]=3[N:11]=2)=[O:20])[CH2:27][CH2:26][N:25]2[CH2:29][CH2:30][CH2:31][CH2:32][C@H:24]12. (3) Given the reactants [CH3:1][C:2]1[N:3]([C:8]2[CH:12]=[CH:11][N:10]([CH3:13])[N:9]=2)[C:4]([CH3:7])=[CH:5][CH:6]=1.[Li]CCCC.N#C[Br:21], predict the reaction product. The product is: [Br:21][C:11]1[N:10]([CH3:13])[N:9]=[C:8]([N:3]2[C:2]([CH3:1])=[CH:6][CH:5]=[C:4]2[CH3:7])[CH:12]=1. (4) Given the reactants [CH2:1]([N:9]1[CH2:14][CH2:13][C:12](=O)[CH2:11][CH2:10]1)[CH2:2][C:3]1[CH:8]=[CH:7][CH:6]=[CH:5][CH:4]=1.[NH2:16][C:17]1[CH:22]=[CH:21][CH:20]=[CH:19][CH:18]=1.C(O[BH-](OC(=O)C)OC(=O)C)(=O)C.[Na+], predict the reaction product. The product is: [CH2:1]([N:9]1[CH2:14][CH2:13][CH:12]([NH:16][C:17]2[CH:22]=[CH:21][CH:20]=[CH:19][CH:18]=2)[CH2:11][CH2:10]1)[CH2:2][C:3]1[CH:8]=[CH:7][CH:6]=[CH:5][CH:4]=1. (5) Given the reactants [OH:1][C:2]1[CH:7]=[CH:6][C:5]([CH2:8][C:9]([NH:11][C:12]2[CH:17]=[CH:16][CH:15]=[C:14](I)[CH:13]=2)=[O:10])=[CH:4][C:3]=1[O:19][CH3:20].O[C:22]1[CH:27]=[CH:26][C:25]([CH2:28][C:29](NC2C=CC=CC=2I)=O)=[CH:24][C:23]=1OC, predict the reaction product. The product is: [OH:1][C:2]1[CH:7]=[CH:6][C:5]([CH2:8][C:9]([NH:11][C:12]2[CH:17]=[CH:16][CH:15]=[CH:14][C:13]=2[C:29]#[C:28][C:25]2[CH:26]=[CH:27][CH:22]=[CH:23][CH:24]=2)=[O:10])=[CH:4][C:3]=1[O:19][CH3:20]. (6) Given the reactants C[O:2][C:3]([C:5]1[CH:10]=[CH:9][N:8]2[CH:11]=[CH:12][N:13]=[C:7]2[CH:6]=1)=O.[H-].[H-].[H-].[H-].[Li+].[Al+3].[OH-].[Na+], predict the reaction product. The product is: [N:13]1[CH:12]=[CH:11][N:8]2[CH:9]=[CH:10][C:5]([CH2:3][OH:2])=[CH:6][C:7]=12. (7) Given the reactants [CH2:1]([O:3][C:4]([N:6]1[C:14]2[C:9](=[CH:10][CH:11]=[CH:12][CH:13]=2)[C:8](=[O:15])[NH:7]1)=[O:5])[CH3:2].[H-].[Na+].I[CH:19]([Cl:22])[CH2:20][CH3:21].O, predict the reaction product. The product is: [CH2:1]([O:3][C:4]([N:6]1[C:14]2[C:9](=[CH:10][CH:11]=[CH:12][CH:13]=2)[C:8](=[O:15])[N:7]1[CH2:21][CH2:20][CH2:19][Cl:22])=[O:5])[CH3:2].